From a dataset of Reaction yield outcomes from USPTO patents with 853,638 reactions. Predict the reaction yield, written as a fraction of the theoretical maximum amount of product (1.0 means a 100% yield; for example, 0.34 means a 34% yield). (1) The reactants are Br[C:2]1[CH:7]=[CH:6][C:5]([CH3:8])=[CH:4][C:3]=1[N+:9]([O-:11])=[O:10].[C:12]([OH:21])(=[O:20])[C:13]1[C:14](=[CH:16][CH:17]=[CH:18][CH:19]=1)[SH:15].C([O-])([O-])=O.[K+].[K+]. The catalyst is CN(C=O)C. The product is [CH3:8][C:5]1[CH:6]=[CH:7][C:2]([S:15][C:14]2[CH:16]=[CH:17][CH:18]=[CH:19][C:13]=2[C:12]([OH:21])=[O:20])=[C:3]([N+:9]([O-:11])=[O:10])[CH:4]=1. The yield is 0.860. (2) The reactants are [C:1]([C:5]1[O:6][C:7]([C:20]2[CH:25]=[CH:24][C:23]([N:26]3[CH2:31][CH2:30][S:29](=[N:33][CH3:34])(=[O:32])[CH2:28][CH2:27]3)=[CH:22][CH:21]=2)=[C:8]([C@@H:10]2[CH2:15][CH2:14][C@H:13]([F:16])[CH2:12][C@H:11]2[C:17](O)=[O:18])[N:9]=1)([CH3:4])([CH3:3])[CH3:2].Cl.[NH2:36][C:37]1([C:40]#[N:41])[CH2:39][CH2:38]1.CCN(C(C)C)C(C)C.CN(C(ON1N=NC2C=CC=NC1=2)=[N+](C)C)C.F[P-](F)(F)(F)(F)F. No catalyst specified. The product is [C:1]([C:5]1[O:6][C:7]([C:20]2[CH:21]=[CH:22][C:23]([N:26]3[CH2:31][CH2:30][S:29](=[N:33][CH3:34])(=[O:32])[CH2:28][CH2:27]3)=[CH:24][CH:25]=2)=[C:8]([C@@H:10]2[CH2:15][CH2:14][C@H:13]([F:16])[CH2:12][CH:11]2[C:17]([NH:36][C:37]2([C:40]#[N:41])[CH2:39][CH2:38]2)=[O:18])[N:9]=1)([CH3:4])([CH3:3])[CH3:2]. The yield is 0.850. (3) The reactants are [H-].[Na+].[O:3]=[C:4]([CH2:11][CH2:12][CH3:13])[CH2:5][C:6]([O:8][CH2:9][CH3:10])=[O:7].Br[CH2:15][C:16]1[CH:21]=[CH:20][C:19]([C:22]2[C:23]([C:28]#[N:29])=[CH:24][CH:25]=[CH:26][CH:27]=2)=[CH:18][C:17]=1[F:30].Cl. The catalyst is O1CCCC1.C1(C(F)(F)F)C=CC=CC=1. The product is [C:28]([C:23]1[CH:24]=[CH:25][CH:26]=[CH:27][C:22]=1[C:19]1[CH:20]=[CH:21][C:16]([CH2:15][CH:5]([C:4](=[O:3])[CH2:11][CH2:12][CH3:13])[C:6]([O:8][CH2:9][CH3:10])=[O:7])=[C:17]([F:30])[CH:18]=1)#[N:29]. The yield is 0.760. (4) The reactants are [C:1]1([N:7]([CH2:28][CH2:29][CH3:30])[C@H:8]([C:13]([NH:15][N:16]=[CH:17][CH2:18][CH2:19][NH:20][C:21]([O:23][C:24]([CH3:27])([CH3:26])[CH3:25])=[O:22])=[O:14])[CH2:9][CH:10]([CH3:12])[CH3:11])[CH:6]=[CH:5][CH:4]=[CH:3][CH:2]=1.[BH3-]C#N.[Na+].C(O)(=O)C. The catalyst is C1COCC1. The product is [C:1]1([N:7]([CH2:28][CH2:29][CH3:30])[C@H:8]([C:13]([NH:15][NH:16][CH2:17][CH2:18][CH2:19][NH:20][C:21]([O:23][C:24]([CH3:27])([CH3:26])[CH3:25])=[O:22])=[O:14])[CH2:9][CH:10]([CH3:12])[CH3:11])[CH:6]=[CH:5][CH:4]=[CH:3][CH:2]=1. The yield is 0.590. (5) The product is [CH3:19][C@H:17]1[NH:18][C@@H:13]([CH3:12])[CH2:14][N:15]([CH2:20][C:3]2[C:4]3[O:8][CH2:7][C:6](=[O:9])[C:5]=3[CH:10]=[CH:11][C:2]=2[OH:1])[CH2:16]1. The yield is 0.310. The catalyst is C(O)C. The reactants are [OH:1][C:2]1[CH:11]=[CH:10][C:5]2[C:6](=[O:9])[CH2:7][O:8][C:4]=2[CH:3]=1.[CH3:12][C@H:13]1[NH:18][C@@H:17]([CH3:19])[CH2:16][NH:15][CH2:14]1.[CH2:20]=O. (6) The yield is 0.570. The reactants are [Cl:1][C:2]1[CH:7]=[CH:6][C:5]([C:8](=[NH:20])[NH:9][C:10]2[CH:15]=[CH:14][C:13]([S:16]([CH3:19])(=[O:18])=[O:17])=[CH:12][CH:11]=2)=[CH:4][CH:3]=1.C(=O)(O)[O-].[Na+].Br[CH2:27][C:28]([C:30]1[CH:35]=[CH:34][CH:33]=[CH:32][CH:31]=1)=O. The product is [Cl:1][C:2]1[CH:3]=[CH:4][C:5]([C:8]2[N:9]([C:10]3[CH:15]=[CH:14][C:13]([S:16]([CH3:19])(=[O:17])=[O:18])=[CH:12][CH:11]=3)[CH:27]=[C:28]([C:30]3[CH:35]=[CH:34][CH:33]=[CH:32][CH:31]=3)[N:20]=2)=[CH:6][CH:7]=1. The catalyst is C(O)(C)C. (7) The reactants are [Br:1][C:2]1[C:8]([F:9])=[CH:7][CH:6]=[CH:5][C:3]=1[NH2:4].[C:10](Cl)(=[O:14])[CH2:11][CH2:12][CH3:13].N1C=CC=CC=1.O. The catalyst is C(Cl)Cl. The product is [Br:1][C:2]1[C:8]([F:9])=[CH:7][CH:6]=[CH:5][C:3]=1[NH:4][C:10](=[O:14])[CH2:11][CH2:12][CH3:13]. The yield is 0.730.